Task: Predict the reactants needed to synthesize the given product.. Dataset: Full USPTO retrosynthesis dataset with 1.9M reactions from patents (1976-2016) (1) Given the product [C:12]([C:11]1[C:3]([C:2]([F:1])([F:20])[F:21])=[C:4]2[C:8](=[CH:9][CH:10]=1)[N:7]([CH2:29][C:30]([NH2:32])=[O:31])[C:6]([CH2:14][CH2:15][C:16]([F:19])([F:18])[F:17])=[CH:5]2)#[N:13], predict the reactants needed to synthesize it. The reactants are: [F:1][C:2]([F:21])([F:20])[C:3]1[C:11]([C:12]#[N:13])=[CH:10][CH:9]=[C:8]2[C:4]=1[CH:5]=[C:6]([CH2:14][CH2:15][C:16]([F:19])([F:18])[F:17])[NH:7]2.C([O-])([O-])=O.[Cs+].[Cs+].Br[CH2:29][C:30]([NH2:32])=[O:31]. (2) Given the product [NH:31]([C:48]([O:50][CH2:51][CH:52]1[C:64]2[C:59](=[CH:60][CH:61]=[CH:62][CH:63]=2)[C:58]2[C:53]1=[CH:54][CH:55]=[CH:56][CH:57]=2)=[O:49])[C@H:32]([C:45]([NH:10][C@H:11]([C:27]([O:29][CH3:30])=[O:28])[CH2:12][CH2:13][CH2:14][CH2:15][NH:16][C:17]([O:19][CH2:20][C:21]1[CH:26]=[CH:25][CH:24]=[CH:23][CH:22]=1)=[O:18])=[O:46])[CH2:33][C:34]1[CH:39]=[CH:38][C:37]([O:40][C:41]([CH3:42])([CH3:44])[CH3:43])=[CH:36][CH:35]=1, predict the reactants needed to synthesize it. The reactants are: C(N(C(C)C)CC)(C)C.[NH2:10][C@H:11]([C:27]([O:29][CH3:30])=[O:28])[CH2:12][CH2:13][CH2:14][CH2:15][NH:16][C:17]([O:19][CH2:20][C:21]1[CH:26]=[CH:25][CH:24]=[CH:23][CH:22]=1)=[O:18].[NH:31]([C:48]([O:50][CH2:51][CH:52]1[C:64]2[C:59](=[CH:60][CH:61]=[CH:62][CH:63]=2)[C:58]2[C:53]1=[CH:54][CH:55]=[CH:56][CH:57]=2)=[O:49])[C@H:32]([C:45](O)=[O:46])[CH2:33][C:34]1[CH:39]=[CH:38][C:37]([O:40][C:41]([CH3:44])([CH3:43])[CH3:42])=[CH:36][CH:35]=1.C1C=CC2N(O)N=NC=2C=1.CCN=C=NCCCN(C)C.Cl.